Dataset: Catalyst prediction with 721,799 reactions and 888 catalyst types from USPTO. Task: Predict which catalyst facilitates the given reaction. Reactant: [CH3:1][O:2][C:3]1[CH:4]=[C:5]([CH:10]([C:12]2[CH:17]=[CH:16][CH:15]=[CH:14][CH:13]=2)O)[CH:6]=[C:7]([CH3:9])[CH:8]=1.P(Br)(Br)[Br:19]. Product: [Br:19][CH:10]([C:12]1[CH:17]=[CH:16][CH:15]=[CH:14][CH:13]=1)[C:5]1[CH:6]=[C:7]([CH3:9])[CH:8]=[C:3]([O:2][CH3:1])[CH:4]=1. The catalyst class is: 27.